This data is from Catalyst prediction with 721,799 reactions and 888 catalyst types from USPTO. The task is: Predict which catalyst facilitates the given reaction. (1) Reactant: [CH3:1][O:2][C:3]1[C:8]2[C:9](=[O:26])[N:10]3[CH2:17][C@H:16]([O:18][Si:19]([C:22]([CH3:25])([CH3:24])[CH3:23])([CH3:21])[CH3:20])[CH2:15][C@H:11]3[C:12](=[O:14])[NH:13][C:7]=2[CH:6]=[CH:5][C:4]=1[O:27][CH3:28].[H-].[Na+].[CH3:31][Si:32]([CH2:35][CH2:36][O:37][CH2:38]Cl)([CH3:34])[CH3:33].O. Product: [CH3:1][O:2][C:3]1[C:8]2[C:9](=[O:26])[N:10]3[CH2:17][C@H:16]([O:18][Si:19]([C:22]([CH3:24])([CH3:25])[CH3:23])([CH3:20])[CH3:21])[CH2:15][C@H:11]3[C:12](=[O:14])[N:13]([CH2:38][O:37][CH2:36][CH2:35][Si:32]([CH3:34])([CH3:33])[CH3:31])[C:7]=2[CH:6]=[CH:5][C:4]=1[O:27][CH3:28]. The catalyst class is: 3. (2) Reactant: [CH:1]1([CH2:4][O:5][C:6]2[CH:11]=[CH:10][C:9]([CH2:12][C:13]([O:15][CH3:16])=[O:14])=[CH:8][C:7]=2[N+:17]([O-])=O)[CH2:3][CH2:2]1. Product: [NH2:17][C:7]1[CH:8]=[C:9]([CH2:12][C:13]([O:15][CH3:16])=[O:14])[CH:10]=[CH:11][C:6]=1[O:5][CH2:4][CH:1]1[CH2:2][CH2:3]1. The catalyst class is: 458. (3) Reactant: [NH2:1][C:2]1[CH:3]=[C:4]([CH2:8][C:9]([OH:11])=[O:10])[CH:5]=[CH:6][CH:7]=1.[F:12][C:13]([F:24])([F:23])[C:14](O[C:14](=[O:15])[C:13]([F:24])([F:23])[F:12])=[O:15].C(N(CC)CC)C. Product: [F:12][C:13]([F:24])([F:23])[C:14]([NH:1][C:2]1[CH:3]=[C:4]([CH2:8][C:9]([OH:11])=[O:10])[CH:5]=[CH:6][CH:7]=1)=[O:15]. The catalyst class is: 2. (4) Reactant: [N:1]1[C:6]2[N:7]([C:10]3([CH2:13][OH:14])[CH2:12][CH2:11]3)[CH:8]=[CH:9][C:5]=2[CH:4]=[N:3][CH:2]=1.[O:15]1[CH:20]=[CH:19][CH2:18][CH2:17][CH2:16]1.CC1C=CC(S(O)(=O)=O)=CC=1. Product: [O:15]1[CH2:20][CH2:19][CH2:18][CH2:17][CH:16]1[O:14][CH2:13][C:10]1([N:7]2[C:6]3[N:1]=[CH:2][N:3]=[CH:4][C:5]=3[CH:9]=[CH:8]2)[CH2:11][CH2:12]1. The catalyst class is: 1. (5) Reactant: [Cl:1][C:2]1[C:3]([CH3:24])=[N:4][O:5][C:6]=1[N:7]([C:16]([O:18]CC(Cl)(Cl)Cl)=O)C(OCC(Cl)(Cl)Cl)=O.[C:25]1([C:31]2[N:32]=[C:33]([N:36]3[CH2:41][CH2:40][NH:39][CH2:38][CH2:37]3)[S:34][CH:35]=2)[CH:30]=[CH:29][CH:28]=[CH:27][CH:26]=1.C(N(C(C)C)CC)(C)C.CS(C)=O. Product: [Cl:1][C:2]1[C:3]([CH3:24])=[N:4][O:5][C:6]=1[NH:7][C:16]([N:39]1[CH2:40][CH2:41][N:36]([C:33]2[S:34][CH:35]=[C:31]([C:25]3[CH:30]=[CH:29][CH:28]=[CH:27][CH:26]=3)[N:32]=2)[CH2:37][CH2:38]1)=[O:18]. The catalyst class is: 6.